From a dataset of Forward reaction prediction with 1.9M reactions from USPTO patents (1976-2016). Predict the product of the given reaction. The product is: [CH2:27]([C:26]1[CH:25]=[C:23]([N:41]([CH2:18][C:20]2[N:21]([CH3:31])[N:22]=[C:23]([C:25]3[CH:26]=[CH:27][CH:28]=[CH:29][CH:30]=3)[N:24]=2)[C:42]2[CH:49]=[CH:48][C:45]([C:46]#[N:47])=[CH:44][C:43]=2[F:50])[CH:40]=[CH:38][CH:39]=1)[CH3:28]. Given the reactants CS(OS(C)(=O)=O)(=O)=O.C(C1C=C([CH:18]([C:20]2[N:21]([CH3:31])[N:22]=[C:23]([C:25]3[CH:30]=[CH:29][CH:28]=[CH:27][CH:26]=3)[N:24]=2)O)C=CC=1)C.C(N([CH:38]([CH3:40])[CH3:39])CC)(C)C.[NH2:41][C:42]1[CH:49]=[CH:48][C:45]([C:46]#[N:47])=[CH:44][C:43]=1[F:50], predict the reaction product.